From a dataset of Reaction yield outcomes from USPTO patents with 853,638 reactions. Predict the reaction yield, written as a fraction of the theoretical maximum amount of product (1.0 means a 100% yield; for example, 0.34 means a 34% yield). The reactants are CC1(C)C(C)(C)OB([C:9]2[CH2:10][CH2:11][N:12]([C:15]([O:17][C:18]([CH3:21])([CH3:20])[CH3:19])=[O:16])[CH2:13][CH:14]=2)O1.C([O-])([O-])=O.[K+].[K+].Br[C:30]1[CH:35]=[C:34]([N+:36]([O-:38])=[O:37])[CH:33]=[CH:32][C:31]=1[O:39][CH3:40].O. The catalyst is CN(C=O)C. The product is [CH3:40][O:39][C:31]1[CH:32]=[CH:33][C:34]([N+:36]([O-:38])=[O:37])=[CH:35][C:30]=1[C:9]1[CH2:10][CH2:11][N:12]([C:15]([O:17][C:18]([CH3:19])([CH3:20])[CH3:21])=[O:16])[CH2:13][CH:14]=1. The yield is 0.460.